Dataset: Catalyst prediction with 721,799 reactions and 888 catalyst types from USPTO. Task: Predict which catalyst facilitates the given reaction. Reactant: [Li+].C[CH:3]([N-:5][CH:6]([CH3:8])[CH3:7])[CH3:4].[C:9](=O)([O:12][CH3:13])[O:10]C.[CH3:15][CH2:16][CH2:17][CH2:18][CH2:19][CH2:20][CH3:21].C1C[O:25]CC1.C(C1C=CC=CC=1)C. Product: [CH2:15]([N:5]1[CH:6]([CH3:7])[CH2:8][CH:4]([C:9]([O:12][CH3:13])=[O:10])[C:3]1=[O:25])[C:16]1[CH:21]=[CH:20][CH:19]=[CH:18][CH:17]=1. The catalyst class is: 1.